Regression. Given two drug SMILES strings and cell line genomic features, predict the synergy score measuring deviation from expected non-interaction effect. From a dataset of Merck oncology drug combination screen with 23,052 pairs across 39 cell lines. (1) Drug 1: C=CCn1c(=O)c2cnc(Nc3ccc(N4CCN(C)CC4)cc3)nc2n1-c1cccc(C(C)(C)O)n1. Drug 2: O=C(O)C1(Cc2cccc(Nc3nccs3)n2)CCC(Oc2cccc(Cl)c2F)CC1. Cell line: HT29. Synergy scores: synergy=3.63. (2) Drug 1: CN(C)C(=N)N=C(N)N. Drug 2: CNC(=O)c1cc(Oc2ccc(NC(=O)Nc3ccc(Cl)c(C(F)(F)F)c3)cc2)ccn1. Cell line: DLD1. Synergy scores: synergy=11.4.